Dataset: Reaction yield outcomes from USPTO patents with 853,638 reactions. Task: Predict the reaction yield, written as a fraction of the theoretical maximum amount of product (1.0 means a 100% yield; for example, 0.34 means a 34% yield). (1) The reactants are [H-].[Na+].[NH:3]1[CH:7]=[CH:6][C:5]([C:8]2[CH:13]=[CH:12][CH:11]=[CH:10][C:9]=2[OH:14])=[N:4]1.[CH2:15]([O:17][C:18](=[O:26])[CH2:19][CH2:20][CH2:21][CH2:22][CH2:23][CH2:24]Br)[CH3:16]. The catalyst is CN(C=O)C. The product is [CH2:15]([O:17][C:18](=[O:26])[CH2:19][CH2:20][CH2:21][CH2:22][CH2:23][CH2:24][N:3]1[CH:7]=[CH:6][C:5]([C:8]2[CH:13]=[CH:12][CH:11]=[CH:10][C:9]=2[OH:14])=[N:4]1)[CH3:16]. The yield is 0.480. (2) The reactants are [N+:1]([C:4]1[CH:9]=[CH:8][C:7]([CH:10](OC(=O)C)[O:11]C(=O)C)=[C:6]([O:19][CH3:20])[CH:5]=1)([O-:3])=[O:2].O1CCOCC1.Cl. The catalyst is O. The product is [N+:1]([C:4]1[CH:9]=[CH:8][C:7]([CH:10]=[O:11])=[C:6]([O:19][CH3:20])[CH:5]=1)([O-:3])=[O:2]. The yield is 0.910. (3) The reactants are [NH2:1][C:2]([C:4]1[O:5][C:6]2[CH:12]=[C:11]([C:13]([O:15]C)=[O:14])[CH:10]=[CH:9][C:7]=2[CH:8]=1)=[O:3].[OH-].[Na+]. The catalyst is CO.O. The product is [NH2:1][C:2]([C:4]1[O:5][C:6]2[CH:12]=[C:11]([C:13]([OH:15])=[O:14])[CH:10]=[CH:9][C:7]=2[CH:8]=1)=[O:3]. The yield is 0.930. (4) The reactants are O.[SH2:2].[Na].[OH:4][C:5]1[CH:12]=[CH:11][C:8]([C:9]#[N:10])=[CH:7][CH:6]=1.[Cl-].[NH4+].Cl. The catalyst is O.CN(C)C=O. The product is [OH:4][C:5]1[CH:12]=[CH:11][C:8]([C:9](=[S:2])[NH2:10])=[CH:7][CH:6]=1. The yield is 0.940. (5) The reactants are [CH3:1][C:2]1([CH3:12])[C:10]2[C:5](=[CH:6][CH:7]=[CH:8][CH:9]=2)[C:4](=O)[CH2:3]1.Cl.[NH2:14][OH:15].[OH-].[Na+]. The catalyst is CO.O. The product is [CH3:1][C:2]1([CH3:12])[C:10]2[C:5](=[CH:6][CH:7]=[CH:8][CH:9]=2)[C:4](=[N:14][OH:15])[CH2:3]1. The yield is 0.970.